This data is from Merck oncology drug combination screen with 23,052 pairs across 39 cell lines. The task is: Regression. Given two drug SMILES strings and cell line genomic features, predict the synergy score measuring deviation from expected non-interaction effect. (1) Drug 1: CCC1(O)C(=O)OCc2c1cc1n(c2=O)Cc2cc3c(CN(C)C)c(O)ccc3nc2-1. Drug 2: Cn1c(=O)n(-c2ccc(C(C)(C)C#N)cc2)c2c3cc(-c4cnc5ccccc5c4)ccc3ncc21. Cell line: T47D. Synergy scores: synergy=57.2. (2) Synergy scores: synergy=25.3. Cell line: UWB1289BRCA1. Drug 1: O=C(O)C1(Cc2cccc(Nc3nccs3)n2)CCC(Oc2cccc(Cl)c2F)CC1. Drug 2: Cn1c(=O)n(-c2ccc(C(C)(C)C#N)cc2)c2c3cc(-c4cnc5ccccc5c4)ccc3ncc21. (3) Drug 1: O=S1(=O)NC2(CN1CC(F)(F)F)C1CCC2Cc2cc(C=CCN3CCC(C(F)(F)F)CC3)ccc2C1. Drug 2: CC1(c2nc3c(C(N)=O)cccc3[nH]2)CCCN1. Cell line: SW837. Synergy scores: synergy=-5.19. (4) Drug 1: COC1CC2CCC(C)C(O)(O2)C(=O)C(=O)N2CCCCC2C(=O)OC(C(C)CC2CCC(OP(C)(C)=O)C(OC)C2)CC(=O)C(C)C=C(C)C(O)C(OC)C(=O)C(C)CC(C)C=CC=CC=C1C. Drug 2: CNC(=O)c1cc(Oc2ccc(NC(=O)Nc3ccc(Cl)c(C(F)(F)F)c3)cc2)ccn1. Cell line: HCT116. Synergy scores: synergy=20.6. (5) Drug 1: O=S1(=O)NC2(CN1CC(F)(F)F)C1CCC2Cc2cc(C=CCN3CCC(C(F)(F)F)CC3)ccc2C1. Synergy scores: synergy=2.53. Drug 2: C=CCn1c(=O)c2cnc(Nc3ccc(N4CCN(C)CC4)cc3)nc2n1-c1cccc(C(C)(C)O)n1. Cell line: SW837. (6) Drug 1: CC1CC2C3CCC4=CC(=O)C=CC4(C)C3(F)C(O)CC2(C)C1(O)C(=O)CO. Drug 2: O=C(NOCC(O)CO)c1ccc(F)c(F)c1Nc1ccc(I)cc1F. Cell line: SKMEL30. Synergy scores: synergy=25.2.